Dataset: NCI-60 drug combinations with 297,098 pairs across 59 cell lines. Task: Regression. Given two drug SMILES strings and cell line genomic features, predict the synergy score measuring deviation from expected non-interaction effect. (1) Drug 1: C1=CC(=CC=C1C#N)C(C2=CC=C(C=C2)C#N)N3C=NC=N3. Drug 2: COC1=NC(=NC2=C1N=CN2C3C(C(C(O3)CO)O)O)N. Cell line: UACC62. Synergy scores: CSS=1.58, Synergy_ZIP=1.06, Synergy_Bliss=3.40, Synergy_Loewe=0.880, Synergy_HSA=1.28. (2) Drug 1: CC1OCC2C(O1)C(C(C(O2)OC3C4COC(=O)C4C(C5=CC6=C(C=C35)OCO6)C7=CC(=C(C(=C7)OC)O)OC)O)O. Drug 2: CCCCC(=O)OCC(=O)C1(CC(C2=C(C1)C(=C3C(=C2O)C(=O)C4=C(C3=O)C=CC=C4OC)O)OC5CC(C(C(O5)C)O)NC(=O)C(F)(F)F)O. Cell line: LOX IMVI. Synergy scores: CSS=29.0, Synergy_ZIP=-2.06, Synergy_Bliss=-1.90, Synergy_Loewe=0.488, Synergy_HSA=1.87. (3) Drug 1: C1=NC(=NC(=O)N1C2C(C(C(O2)CO)O)O)N. Drug 2: CS(=O)(=O)CCNCC1=CC=C(O1)C2=CC3=C(C=C2)N=CN=C3NC4=CC(=C(C=C4)OCC5=CC(=CC=C5)F)Cl. Cell line: HOP-62. Synergy scores: CSS=7.29, Synergy_ZIP=-5.06, Synergy_Bliss=-4.26, Synergy_Loewe=-0.931, Synergy_HSA=-0.697. (4) Drug 1: CC(CN1CC(=O)NC(=O)C1)N2CC(=O)NC(=O)C2. Drug 2: C1=CN(C=N1)CC(O)(P(=O)(O)O)P(=O)(O)O. Cell line: NCI-H460. Synergy scores: CSS=23.3, Synergy_ZIP=-1.43, Synergy_Bliss=-2.82, Synergy_Loewe=-6.59, Synergy_HSA=-3.79.